This data is from Forward reaction prediction with 1.9M reactions from USPTO patents (1976-2016). The task is: Predict the product of the given reaction. (1) Given the reactants OC1O[C@H](C)[C@H](O)C[C@H]1O.[C:11]([C:13]1[CH:18]=[CH:17][C:16]([OH:19])=[CH:15][CH:14]=1)#[N:12].C([O-])([O-])=O.[K+].[K+].[F:26][C:27]1[CH:28]=[C:29]([CH:32]=[CH:33][CH:34]=1)[CH2:30]Br, predict the reaction product. The product is: [F:26][C:27]1[CH:28]=[C:29]([CH:32]=[CH:33][CH:34]=1)[CH2:30][O:19][C:16]1[CH:17]=[CH:18][C:13]([C:11]#[N:12])=[CH:14][CH:15]=1. (2) Given the reactants [H-].[H-].[H-].[H-].[Li+].[Al+3].[CH2:7]1[C:15]2[C:10](=[CH:11][C:12]([C:16](O)=[O:17])=[CH:13][CH:14]=2)[CH2:9][CH2:8]1, predict the reaction product. The product is: [CH2:7]1[C:15]2[C:10](=[CH:11][C:12]([CH2:16][OH:17])=[CH:13][CH:14]=2)[CH2:9][CH2:8]1. (3) Given the reactants C([O:3][C:4](=[O:41])[CH2:5][CH2:6][CH2:7][O:8][C:9]1[CH:14]=[CH:13][CH:12]=[C:11]([CH2:15][CH2:16][CH2:17][CH2:18][CH2:19][CH2:20][O:21][C:22]2[CH:27]=[C:26]([C:28](=[O:32])[N:29]([CH3:31])[CH3:30])[CH:25]=[C:24](Br)[CH:23]=2)[C:10]=1[CH2:34][CH2:35][C:36]([O:38]CC)=[O:37])C.[Cl:42][C:43]1[CH:44]=[C:45](B(O)O)[CH:46]=[CH:47][CH:48]=1, predict the reaction product. The product is: [C:36]([CH2:35][CH2:34][C:10]1[C:11]([CH2:15][CH2:16][CH2:17][CH2:18][CH2:19][CH2:20][O:21][C:22]2[CH:23]=[C:24]([C:45]3[CH:46]=[CH:47][CH:48]=[C:43]([Cl:42])[CH:44]=3)[CH:25]=[C:26]([C:28](=[O:32])[N:29]([CH3:30])[CH3:31])[CH:27]=2)=[CH:12][CH:13]=[CH:14][C:9]=1[O:8][CH2:7][CH2:6][CH2:5][C:4]([OH:41])=[O:3])([OH:38])=[O:37]. (4) Given the reactants [C:1]([NH:8][CH2:9][C:10]([OH:12])=O)([O:3][C:4]([CH3:7])([CH3:6])[CH3:5])=[O:2].C1CCC(N=C=NC2CCCCC2)CC1.[CH3:28][O:29][C:30]1[CH:35]=[CH:34][C:33]([NH2:36])=[CH:32][CH:31]=1, predict the reaction product. The product is: [CH3:28][O:29][C:30]1[CH:35]=[CH:34][C:33]([NH:36][C:10]([CH2:9][NH:8][C:1](=[O:2])[O:3][C:4]([CH3:5])([CH3:6])[CH3:7])=[O:12])=[CH:32][CH:31]=1. (5) Given the reactants [P:1]([OH:42])([OH:41])([O:3][CH2:4][N:5]1[C:9]2=[N:10][CH:11]=[C:12]([C:14](=[O:40])[NH:15][CH:16]3[CH2:21][CH2:20][C:19](=[CH:22][C:23]4[CH:28]=[CH:27][CH:26]=[C:25]([O:29][C:30]5[CH:35]=[CH:34][C:33]([C:36]([F:39])([F:38])[F:37])=[CH:32][N:31]=5)[CH:24]=4)[CH2:18][CH2:17]3)[CH:13]=[C:8]2[CH:7]=[CH:6]1)=[O:2].C(=O)([O-])[O-].[Na+:47].[Na+], predict the reaction product. The product is: [P:1]([O-:42])([O-:41])([O:3][CH2:4][N:5]1[C:9]2=[N:10][CH:11]=[C:12]([C:14](=[O:40])[NH:15][CH:16]3[CH2:17][CH2:18][C:19](=[CH:22][C:23]4[CH:28]=[CH:27][CH:26]=[C:25]([O:29][C:30]5[CH:35]=[CH:34][C:33]([C:36]([F:37])([F:38])[F:39])=[CH:32][N:31]=5)[CH:24]=4)[CH2:20][CH2:21]3)[CH:13]=[C:8]2[CH:7]=[CH:6]1)=[O:2].[Na+:47].[Na+:47].